This data is from Forward reaction prediction with 1.9M reactions from USPTO patents (1976-2016). The task is: Predict the product of the given reaction. Given the reactants C(O[C:6](=O)[N:7](C)[CH:8]([C:10](=[O:41])[NH:11][CH:12]1[CH:20]2[C:21](=[O:40])[CH2:22][CH:23]([C:25](=[O:39])[NH:26][CH:27]([C:29]3[C:38]4[C:33](=[CH:34][CH:35]=[CH:36][CH:37]=4)[CH:32]=[CH:31][CH:30]=3)[CH3:28])[CH2:24][N:18]3[C:19]2=[C:15]([CH:16]=[CH:17]3)[CH2:14][CH2:13]1)[CH3:9])(C)(C)C.C(O)(C(F)(F)F)=O.CCCCCCC, predict the reaction product. The product is: [C:29]1([CH:27]([NH:26][C:25]([CH:23]2[CH2:24][N:18]3[C:19]4[CH:20]([CH:12]([NH:11][C:10](=[O:41])[CH:8]([NH:7][CH3:6])[CH3:9])[CH2:13][CH2:14][C:15]=4[CH:16]=[CH:17]3)[C:21](=[O:40])[CH2:22]2)=[O:39])[CH3:28])[C:38]2[C:33](=[CH:34][CH:35]=[CH:36][CH:37]=2)[CH:32]=[CH:31][CH:30]=1.